This data is from Catalyst prediction with 721,799 reactions and 888 catalyst types from USPTO. The task is: Predict which catalyst facilitates the given reaction. (1) Reactant: CN(C(ON1N=NC2C=CC=CC1=2)=[N+](C)C)C.[B-](F)(F)(F)F.[NH:23]1[C:31]2[C:26](=[CH:27][CH:28]=[CH:29][CH:30]=2)[C:25]([C:32]2[N:33]=[N:34][N:35]([C:37]3[CH:45]=[CH:44][C:40]([C:41]([OH:43])=O)=[CH:39][CH:38]=3)[CH:36]=2)=[N:24]1.CCN(C(C)C)C(C)C.[NH:55]1[CH2:59][CH2:58][CH:57]([OH:60])[CH2:56]1. Product: [NH:23]1[C:31]2[C:26](=[CH:27][CH:28]=[CH:29][CH:30]=2)[C:25]([C:32]2[N:33]=[N:34][N:35]([C:37]3[CH:45]=[CH:44][C:40]([C:41]([N:55]4[CH2:59][CH2:58][CH:57]([OH:60])[CH2:56]4)=[O:43])=[CH:39][CH:38]=3)[CH:36]=2)=[N:24]1. The catalyst class is: 85. (2) Reactant: [NH2:1][N:2]1[CH:6]=[CH:5][CH:4]=[C:3]1[C:7]([NH:9][C:10]1[CH:15]=[CH:14][CH:13]=[CH:12][CH:11]=1)=[O:8].[C:16]([O:20][C:21]([NH:23][C@@H:24]([CH3:28])[C:25](O)=[O:26])=[O:22])([CH3:19])([CH3:18])[CH3:17].CCN=C=NCCCN(C)C.Cl. Product: [O:26]=[C:25]([NH:1][N:2]1[CH:6]=[CH:5][CH:4]=[C:3]1[C:7](=[O:8])[NH:9][C:10]1[CH:15]=[CH:14][CH:13]=[CH:12][CH:11]=1)[C@@H:24]([NH:23][C:21](=[O:22])[O:20][C:16]([CH3:19])([CH3:18])[CH3:17])[CH3:28]. The catalyst class is: 9. (3) Reactant: [CH3:1][N:2]1[C:7](=[O:8])[C:6]2=[C:9]([S:23][CH2:24][CH2:25][CH2:26][C:27]([OH:29])=[O:28])[N:10]([CH2:12][C:13]3[C:22]4[C:17](=[CH:18][CH:19]=[CH:20][CH:21]=4)[CH:16]=[CH:15][CH:14]=3)[CH:11]=[C:5]2[N:4]([CH2:30][CH:31]([CH3:33])[CH3:32])[C:3]1=[O:34].[OH-:35].[Na+:36]. The catalyst class is: 12. Product: [CH3:1][N:2]1[C:7](=[O:8])[C:6]2=[C:9]([S:23][CH2:24][CH2:25][CH2:26][C:27]([OH:29])=[O:28])[N:10]([CH2:12][C:13]3[C:22]4[C:17](=[CH:18][CH:19]=[CH:20][CH:21]=4)[CH:16]=[CH:15][CH:14]=3)[CH:11]=[C:5]2[N:4]([CH2:30][CH:31]([CH3:32])[CH3:33])[C:3]1=[O:34].[C:27](=[O:28])([O-:35])[O-:29].[Na+:36].[Na+:36].